The task is: Predict which catalyst facilitates the given reaction.. This data is from Catalyst prediction with 721,799 reactions and 888 catalyst types from USPTO. (1) Reactant: C1(=O)OC(=[O:5])C2=CC=CC=C12.[CH3:12][N:13]([CH3:36])[C:14]1[C:19]2[CH:20]3[CH:25]([S:26][C:18]=2[N:17]=[CH:16][CH:15]=1)[C:24](=[O:27])[N:23]([C:28]1[CH:33]=[CH:32][C:31]([CH2:34][CH3:35])=[CH:30][CH:29]=1)[CH:22]=[N:21]3.C([O-])([O-])=O.[Na+].[Na+]. Product: [CH3:12][N+:13]([C:14]1[C:19]2[CH:20]3[CH:25]([S:26][C:18]=2[N:17]=[CH:16][CH:15]=1)[C:24](=[O:27])[N:23]([C:28]1[CH:33]=[CH:32][C:31]([CH2:34][CH3:35])=[CH:30][CH:29]=1)[CH:22]=[N:21]3)([CH3:36])[O-:5]. The catalyst class is: 2. (2) Reactant: [NH2:1][C:2]1[S:3][CH:4]=[CH:5][C:6]=1[C:7]([O:9][C:10]([CH3:13])([CH3:12])[CH3:11])=[O:8].[O:14]([C:21]1[CH:26]=[CH:25][C:24]([N:27]=[C:28]=[O:29])=[CH:23][CH:22]=1)[C:15]1[CH:20]=[CH:19][CH:18]=[CH:17][CH:16]=1.O.C(O)(=O)C. Product: [C:10]([O:9][C:7]([C:6]1[CH:5]=[CH:4][S:3][C:2]=1[NH:1][C:28]([NH:27][C:24]1[CH:25]=[CH:26][C:21]([O:14][C:15]2[CH:16]=[CH:17][CH:18]=[CH:19][CH:20]=2)=[CH:22][CH:23]=1)=[O:29])=[O:8])([CH3:13])([CH3:12])[CH3:11]. The catalyst class is: 17.